From a dataset of Clinical trial toxicity outcomes and FDA approval status for drugs. Regression/Classification. Given a drug SMILES string, predict its toxicity properties. Task type varies by dataset: regression for continuous values (e.g., LD50, hERG inhibition percentage) or binary classification for toxic/non-toxic outcomes (e.g., AMES mutagenicity, cardiotoxicity, hepatotoxicity). Dataset: clintox. (1) The result is 0 (passed clinical trial). The molecule is [H]/[NH+]=C(\N)C1=CC(=O)/C(=C\C=c2ccc(=C(N)[NH3+])cc2)C=C1. (2) The result is 0 (passed clinical trial). The drug is Cc1nc2c([nH]1)CCN(C(=O)c1ccc(NC(=O)c3ccccc3-c3ccccc3)cc1)c1ccccc1-2. (3) The compound is CCCCCNC(=[NH2+])N/N=C/c1c[nH]c2ccc(OC)cc12. The result is 0 (passed clinical trial). (4) The molecule is CS(=O)(=O)c1ccc(C2=C(c3ccccc3)C(=O)OC2)cc1. The result is 0 (passed clinical trial). (5) The result is 0 (passed clinical trial). The drug is C[C@@H]1C[C@H]2[C@@H]3C[C@H](F)C4=CC(=O)C=C[C@]4(C)[C@@]3(F)[C@@H](O)C[C@]2(C)[C@@]1(OC(=O)c1ccco1)C(=O)SCF.